This data is from Forward reaction prediction with 1.9M reactions from USPTO patents (1976-2016). The task is: Predict the product of the given reaction. (1) Given the reactants Cl.Cl.[NH2:3][CH2:4][CH2:5][CH2:6][CH2:7][CH2:8][CH2:9][CH2:10][CH2:11][CH2:12][N:13]1[CH2:18][CH2:17][CH:16]([O:19][C:20](=[O:34])[NH:21][C:22]2[CH:27]=[CH:26][CH:25]=[CH:24][C:23]=2[C:28]2[CH:33]=[CH:32][CH:31]=[CH:30][CH:29]=2)[CH2:15][CH2:14]1.[Cl:35][C:36]1[CH:44]=[CH:43][C:39]([C:40](O)=[O:41])=[C:38]([OH:45])[CH:37]=1, predict the reaction product. The product is: [Cl:35][C:36]1[CH:44]=[CH:43][C:39]([C:40]([NH:3][CH2:4][CH2:5][CH2:6][CH2:7][CH2:8][CH2:9][CH2:10][CH2:11][CH2:12][N:13]2[CH2:18][CH2:17][CH:16]([O:19][C:20](=[O:34])[NH:21][C:22]3[CH:27]=[CH:26][CH:25]=[CH:24][C:23]=3[C:28]3[CH:33]=[CH:32][CH:31]=[CH:30][CH:29]=3)[CH2:15][CH2:14]2)=[O:41])=[C:38]([OH:45])[CH:37]=1. (2) Given the reactants [F:1][C:2]1[CH:7]=[CH:6][C:5]([S:8]([CH2:11][C:12]2[CH:21]=[CH:20][C:15]([C:16]([O:18][CH3:19])=[O:17])=[CH:14][CH:13]=2)(=O)=O)=[CH:4][CH:3]=1.[H-].[Na+].[CH2:24](Br)[CH:25]=[CH:26][C:27]1[CH:32]=[CH:31][CH:30]=[CH:29][CH:28]=1, predict the reaction product. The product is: [F:1][C:2]1[CH:7]=[CH:6][C:5]([S:8][CH:11]([C:12]2[CH:21]=[CH:20][C:15]([C:16]([O:18][CH3:19])=[O:17])=[CH:14][CH:13]=2)[CH2:24]/[CH:25]=[CH:26]/[C:27]2[CH:32]=[CH:31][CH:30]=[CH:29][CH:28]=2)=[CH:4][CH:3]=1. (3) The product is: [CH2:56]([NH:55][C:54]([C@@H:46]1[C:47]([CH3:53])([CH3:52])[C:48]([F:50])([F:51])[CH2:49][N:45]1[C:43](=[O:44])[C@@H:19]([OH:18])[C@@H:20]([NH:28][C:29](=[O:30])[C:31]1[CH:36]=[C:35]([CH3:37])[CH:34]=[C:33]([OH:38])[C:32]=1[CH3:42])[CH2:21][C:22]1[CH:27]=[CH:26][CH:25]=[CH:24][CH:23]=1)=[O:58])[CH3:57]. Given the reactants CO.C([O-])([O-])=O.[K+].[K+].C(OC)(C)(C)C.C([O:18][C@H:19]([C:43]([N:45]1[CH2:49][C:48]([F:51])([F:50])[C:47]([CH3:53])([CH3:52])[C@H:46]1[C:54](=[O:58])[NH:55][CH2:56][CH3:57])=[O:44])[C@@H:20]([NH:28][C:29]([C:31]1[C:32]([CH3:42])=[C:33]([O:38]C(=O)C)[CH:34]=[C:35]([CH3:37])[CH:36]=1)=[O:30])[CH2:21][C:22]1[CH:27]=[CH:26][CH:25]=[CH:24][CH:23]=1)(=O)C, predict the reaction product. (4) The product is: [Br:9][C:5]1[CH:6]=[C:7]([CH3:8])[C:2]([C:17]2[CH:16]=[CH:15][CH:14]=[C:13]([O:12][CH2:10][CH3:11])[CH:18]=2)=[N:3][CH:4]=1. Given the reactants Br[C:2]1[C:7]([CH3:8])=[CH:6][C:5]([Br:9])=[CH:4][N:3]=1.[CH2:10]([O:12][C:13]1[CH:14]=[C:15](B(O)O)[CH:16]=[CH:17][CH:18]=1)[CH3:11], predict the reaction product. (5) Given the reactants [F:1][C:2]1[CH:7]=[CH:6][C:5]([CH:8]2[CH2:13][C:12](=[O:14])[NH:11][C:10]([CH3:15])=[C:9]2[C:16]([OH:18])=O)=[CH:4][CH:3]=1.[NH:19]1[C:27]2[C:22](=[CH:23][C:24]([NH2:28])=[CH:25][CH:26]=2)[CH:21]=[N:20]1.C(Cl)CCl.CCN(CC)CC, predict the reaction product. The product is: [F:1][C:2]1[CH:3]=[CH:4][C:5]([CH:8]2[CH2:13][C:12](=[O:14])[NH:11][C:10]([CH3:15])=[C:9]2[C:16]([NH:28][C:24]2[CH:23]=[C:22]3[C:27](=[CH:26][CH:25]=2)[NH:19][N:20]=[CH:21]3)=[O:18])=[CH:6][CH:7]=1. (6) Given the reactants C1C=CC2N(O)N=NC=2C=1.C[CH2:12][N:13]=[C:14]=NCCCN(C)C.[CH2:22]([O:29][C:30]([NH:32][C:33]([CH3:39])([CH3:38])[CH2:34][C:35](O)=[O:36])=[O:31])[C:23]1[CH:28]=[CH:27][CH:26]=[CH:25][CH:24]=1.N(C)C, predict the reaction product. The product is: [CH2:22]([O:29][C:30](=[O:31])[NH:32][C:33]([CH3:39])([CH3:38])[CH2:34][C:35](=[O:36])[N:13]([CH3:14])[CH3:12])[C:23]1[CH:28]=[CH:27][CH:26]=[CH:25][CH:24]=1.